From a dataset of hERG Central: cardiac toxicity at 1µM, 10µM, and general inhibition. Predict hERG channel inhibition at various concentrations. (1) The molecule is Cc1ccc(S(=O)(=O)c2nc(-c3cccs3)oc2NCCCN(C)C)cc1. Results: hERG_inhib (hERG inhibition (general)): blocker. (2) The drug is CCN1CCN(c2c(Cl)cccc2NC(=O)c2ccc([N+](=O)[O-])o2)CC1. Results: hERG_inhib (hERG inhibition (general)): blocker.